From a dataset of Rat liver microsome stability data. Regression/Classification. Given a drug SMILES string, predict its absorption, distribution, metabolism, or excretion properties. Task type varies by dataset: regression for continuous measurements (e.g., permeability, clearance, half-life) or binary classification for categorical outcomes (e.g., BBB penetration, CYP inhibition). Dataset: rlm. (1) The drug is O=C(O)CCc1cc(F)c(OCc2c(C(F)(F)F)ccn2-c2ccc(Cl)cc2)c(F)c1. The result is 0 (unstable in rat liver microsomes). (2) The compound is Nc1ncccc1-c1nc2ccc(-c3ccccc3)nc2n1-c1ccc(C2(N)CCC2)cc1. The result is 0 (unstable in rat liver microsomes). (3) The drug is COc1ccc(-n2nc(C3CCCN(C(=O)c4ccc(C)cc4)C3)nc2O)cc1. The result is 1 (stable in rat liver microsomes). (4) The molecule is Cc1cc(-c2cnc(Nc3cc(Cl)cc(Cl)c3)nc2NC2CCC(N(C)C)CC2)on1. The result is 1 (stable in rat liver microsomes). (5) The compound is CC(C)(C)c1cccc(CN[C@H]2CS(=O)(=O)C[C@@H](Cc3ccc(O)c(Br)c3)[C@@H]2O)c1. The result is 1 (stable in rat liver microsomes). (6) The molecule is CN(C)c1cccc(-c2nccc(N3CCC(C(N)=O)CC3)n2)c1. The result is 1 (stable in rat liver microsomes). (7) The drug is Fc1cc(-c2nc(Nc3ccc(F)c(F)c3)c3ccccc3n2)ccn1. The result is 0 (unstable in rat liver microsomes).